Dataset: NCI-60 drug combinations with 297,098 pairs across 59 cell lines. Task: Regression. Given two drug SMILES strings and cell line genomic features, predict the synergy score measuring deviation from expected non-interaction effect. (1) Drug 1: CC1CCC2CC(C(=CC=CC=CC(CC(C(=O)C(C(C(=CC(C(=O)CC(OC(=O)C3CCCCN3C(=O)C(=O)C1(O2)O)C(C)CC4CCC(C(C4)OC)OCCO)C)C)O)OC)C)C)C)OC. Drug 2: CC12CCC3C(C1CCC2OP(=O)(O)O)CCC4=C3C=CC(=C4)OC(=O)N(CCCl)CCCl.[Na+]. Cell line: SNB-75. Synergy scores: CSS=10.2, Synergy_ZIP=7.08, Synergy_Bliss=8.51, Synergy_Loewe=7.01, Synergy_HSA=7.31. (2) Drug 2: CCCCCOC(=O)NC1=NC(=O)N(C=C1F)C2C(C(C(O2)C)O)O. Drug 1: CN(C)C1=NC(=NC(=N1)N(C)C)N(C)C. Cell line: SN12C. Synergy scores: CSS=0.836, Synergy_ZIP=-0.589, Synergy_Bliss=-1.34, Synergy_Loewe=-1.38, Synergy_HSA=-2.13. (3) Drug 2: CC1=C2C(C(=O)C3(C(CC4C(C3C(C(C2(C)C)(CC1OC(=O)C(C(C5=CC=CC=C5)NC(=O)C6=CC=CC=C6)O)O)OC(=O)C7=CC=CC=C7)(CO4)OC(=O)C)O)C)OC(=O)C. Cell line: HCT116. Drug 1: CC1OCC2C(O1)C(C(C(O2)OC3C4COC(=O)C4C(C5=CC6=C(C=C35)OCO6)C7=CC(=C(C(=C7)OC)O)OC)O)O. Synergy scores: CSS=54.9, Synergy_ZIP=-9.11, Synergy_Bliss=-8.91, Synergy_Loewe=-10.3, Synergy_HSA=-5.35. (4) Drug 1: CN(C)N=NC1=C(NC=N1)C(=O)N. Drug 2: CCCCC(=O)OCC(=O)C1(CC(C2=C(C1)C(=C3C(=C2O)C(=O)C4=C(C3=O)C=CC=C4OC)O)OC5CC(C(C(O5)C)O)NC(=O)C(F)(F)F)O. Cell line: OVCAR3. Synergy scores: CSS=6.93, Synergy_ZIP=-1.26, Synergy_Bliss=2.61, Synergy_Loewe=2.00, Synergy_HSA=2.24. (5) Drug 1: C1=CC(=CC=C1CCC2=CNC3=C2C(=O)NC(=N3)N)C(=O)NC(CCC(=O)O)C(=O)O. Drug 2: C#CCC(CC1=CN=C2C(=N1)C(=NC(=N2)N)N)C3=CC=C(C=C3)C(=O)NC(CCC(=O)O)C(=O)O. Cell line: MDA-MB-435. Synergy scores: CSS=9.18, Synergy_ZIP=-3.91, Synergy_Bliss=-2.03, Synergy_Loewe=-0.619, Synergy_HSA=0.0870. (6) Drug 1: CCCS(=O)(=O)NC1=C(C(=C(C=C1)F)C(=O)C2=CNC3=C2C=C(C=N3)C4=CC=C(C=C4)Cl)F. Drug 2: CC1=C2C(C(=O)C3(C(CC4C(C3C(C(C2(C)C)(CC1OC(=O)C(C(C5=CC=CC=C5)NC(=O)OC(C)(C)C)O)O)OC(=O)C6=CC=CC=C6)(CO4)OC(=O)C)OC)C)OC. Cell line: NCIH23. Synergy scores: CSS=50.6, Synergy_ZIP=8.12, Synergy_Bliss=11.8, Synergy_Loewe=-36.6, Synergy_HSA=9.31. (7) Drug 1: CN1CCC(CC1)COC2=C(C=C3C(=C2)N=CN=C3NC4=C(C=C(C=C4)Br)F)OC. Drug 2: C1=CN(C=N1)CC(O)(P(=O)(O)O)P(=O)(O)O. Cell line: KM12. Synergy scores: CSS=5.12, Synergy_ZIP=-0.355, Synergy_Bliss=0.764, Synergy_Loewe=0.473, Synergy_HSA=-1.98.